From a dataset of Forward reaction prediction with 1.9M reactions from USPTO patents (1976-2016). Predict the product of the given reaction. (1) Given the reactants [OH:1][C:2]1[CH:7]=[CH:6][C:5](/[CH:8]=[CH:9]/[C:10]([O:12][CH3:13])=[O:11])=[CH:4][CH:3]=1.[CH2:14]([O:16][CH2:17][CH2:18][O:19][C:20]1[CH:25]=[C:24]([CH3:26])[C:23]([C:27]2[CH:32]=[CH:31][CH:30]=[C:29]([CH2:33]O)[CH:28]=2)=[C:22]([CH3:35])[CH:21]=1)[CH3:15].C(P(CCCC)CCCC)CCC.N(C(N1CCCCC1)=O)=NC(N1CCCCC1)=O, predict the reaction product. The product is: [CH2:14]([O:16][CH2:17][CH2:18][O:19][C:20]1[CH:25]=[C:24]([CH3:26])[C:23]([C:27]2[CH:32]=[CH:31][CH:30]=[C:29]([CH2:33][O:1][C:2]3[CH:3]=[CH:4][C:5](/[CH:8]=[CH:9]/[C:10]([O:12][CH3:13])=[O:11])=[CH:6][CH:7]=3)[CH:28]=2)=[C:22]([CH3:35])[CH:21]=1)[CH3:15]. (2) Given the reactants F[C:2](=[O:17])[C@@H:3]([NH:9][C:10](=[O:16])[O:11][C:12]([CH3:15])([CH3:14])[CH3:13])[CH2:4][C:5]([CH3:8])([CH3:7])[CH3:6].Cl.[O:19]1[C@H:26]2[C@H:22]([NH:23][CH2:24][CH2:25]2)[C@@H:21]([OH:27])[CH2:20]1.CN(C)[CH:30]=[O:31], predict the reaction product. The product is: [OH:27][C@@H:21]1[C@H:22]2[N:23]([C:2](=[O:17])[C@@H:3]([NH:9][C:10](=[O:16])[O:11][C:12]([CH3:15])([CH3:14])[CH3:13])[CH2:4][C:5]([CH3:8])([CH3:7])[CH3:6])[CH2:24][C@@H:25]([O:31][CH3:30])[C@H:26]2[O:19][CH2:20]1. (3) Given the reactants [CH:1]([O:4][C:5]([C:7]1[C:12](=[O:13])[N:11]([CH2:14][C:15]2[CH:20]=[CH:19][CH:18]=[C:17]([F:21])[CH:16]=2)[C:10]2[CH:22]=[CH:23][S:24][C:9]=2[C:8]=1Cl)=[O:6])([CH3:3])[CH3:2].C(OC(C1C(=O)N(CC2C=CC=C(F)C=2)C2C=CSC=2C=1[N:49]1[CH2:54][CH2:53][NH:52][CH2:51][CH2:50]1)=O)C, predict the reaction product. The product is: [CH:1]([O:4][C:5]([C:7]1[C:12](=[O:13])[N:11]([CH2:14][C:15]2[CH:20]=[CH:19][CH:18]=[C:17]([F:21])[CH:16]=2)[C:10]2[CH:22]=[CH:23][S:24][C:9]=2[C:8]=1[N:49]1[CH2:54][CH2:53][NH:52][CH2:51][CH2:50]1)=[O:6])([CH3:3])[CH3:2]. (4) Given the reactants C([O:3][C:4]([C:6]1[C:14]2[CH2:13][CH2:12][N:11]([C:15]3[CH:20]=[CH:19][C:18]([C:21]4([N:24]([C:26]([O:28][C:29]([CH3:32])([CH3:31])[CH3:30])=[O:27])[CH3:25])[CH2:23][CH2:22]4)=[CH:17][CH:16]=3)[C:10](=[O:33])[C:9]=2[N:8]([C:34]2[CH:39]=[CH:38][C:37]([O:40][CH3:41])=[CH:36][CH:35]=2)[N:7]=1)=O)C.[OH-].[Na+], predict the reaction product. The product is: [C:29]([O:28][C:26](=[O:27])[N:24]([C:21]1([C:18]2[CH:17]=[CH:16][C:15]([N:11]3[CH2:12][CH2:13][C:14]4[C:6]([CH:4]=[O:3])=[N:7][N:8]([C:34]5[CH:35]=[CH:36][C:37]([O:40][CH3:41])=[CH:38][CH:39]=5)[C:9]=4[C:10]3=[O:33])=[CH:20][CH:19]=2)[CH2:22][CH2:23]1)[CH3:25])([CH3:32])([CH3:30])[CH3:31]. (5) Given the reactants [C:1]([NH:4][CH2:5][CH2:6][C:7]1[CH:12]=[CH:11][CH:10]=[C:9]([NH2:13])[CH:8]=1)(=[O:3])[CH3:2].Cl[C:15]([O:17][CH2:18][CH3:19])=[O:16].O, predict the reaction product. The product is: [C:1]([NH:4][CH2:5][CH2:6][C:7]1[CH:12]=[CH:11][CH:10]=[C:9]([NH:13][C:15]([O:17][CH2:18][CH3:19])=[O:16])[CH:8]=1)(=[O:3])[CH3:2]. (6) Given the reactants [Cl:1][C:2]1[CH:7]=[CH:6][C:5]([S:8](Cl)(=[O:10])=[O:9])=[CH:4][C:3]=1[N+:12]([O-:14])=[O:13].[NH:15]1[CH2:21][CH2:20][CH2:19][CH2:18][C:17]2[CH:22]=[CH:23][CH:24]=[CH:25][C:16]1=2.C(N(CC)CC)C, predict the reaction product. The product is: [N+:12]([C:3]1[CH:4]=[C:5]([S:8]([N:15]2[CH2:21][CH2:20][CH2:19][CH2:18][C:17]3[CH:22]=[CH:23][CH:24]=[CH:25][C:16]2=3)(=[O:10])=[O:9])[CH:6]=[CH:7][C:2]=1[Cl:1])([O-:14])=[O:13]. (7) Given the reactants [CH:1]12[CH2:10][CH:5]3[CH2:6][CH:7]([CH2:9][CH:3]([CH2:4]3)[CH:2]1[N:11]1[C:14](=[O:15])[C:13]([CH3:17])([CH3:16])[NH:12]1)[CH2:8]2.[CH3:18][O:19][C:20]1[CH:21]=[C:22]([CH:25]=[CH:26][CH:27]=1)[CH2:23]Br, predict the reaction product. The product is: [CH3:18][O:19][C:20]1[CH:21]=[C:22]([CH:25]=[CH:26][CH:27]=1)[CH2:23][N:12]1[C:13]([CH3:17])([CH3:16])[C:14](=[O:15])[N:11]1[CH:2]1[CH:3]2[CH2:4][CH:5]3[CH2:6][CH:7]([CH2:8][CH:1]1[CH2:10]3)[CH2:9]2.